Task: Predict the reactants needed to synthesize the given product.. Dataset: Full USPTO retrosynthesis dataset with 1.9M reactions from patents (1976-2016) Given the product [F:59][C:25]1[C:26]2[O:27][C:28]3[C:33](=[CH:32][C:31]([C:52]4[C:53]([F:58])=[N:54][CH:55]=[CH:56][CH:57]=4)=[CH:30][CH:29]=3)[C:34]3([C:40]4=[N:41][CH:42]=[CH:43][N:39]4[C:38]([NH:44][C:45](=[O:46])[O:47][C:48]([CH3:50])([CH3:49])[CH3:51])=[N:37]3)[C:35]=2[CH:36]=[C:23]([C:12]2[CH:11]=[CH:10][N:9]=[C:8]([F:7])[CH:13]=2)[CH:24]=1, predict the reactants needed to synthesize it. The reactants are: C(=O)([O-])[O-].[K+].[K+].[F:7][C:8]1[CH:13]=[C:12](B(O)O)[CH:11]=[CH:10][N:9]=1.FC(F)(F)S(O[C:23]1[CH:36]=[C:35]2[C:26]([O:27][C:28]3[CH:29]=[CH:30][C:31]([C:52]4[C:53]([F:58])=[N:54][CH:55]=[CH:56][CH:57]=4)=[CH:32][C:33]=3[C:34]32[C:40]2=[N:41][CH:42]=[CH:43][N:39]2[C:38]([NH:44][C:45]([O:47][C:48]([CH3:51])([CH3:50])[CH3:49])=[O:46])=[N:37]3)=[C:25]([F:59])[CH:24]=1)(=O)=O.